Dataset: Full USPTO retrosynthesis dataset with 1.9M reactions from patents (1976-2016). Task: Predict the reactants needed to synthesize the given product. (1) Given the product [C:11]([O:15][C:16]([N:18]1[CH2:19][CH:20]=[C:21]([C:2]2[CH:7]=[CH:6][C:5]([N+:8]([O-:10])=[O:9])=[CH:4][N:3]=2)[CH2:22][CH2:23]1)=[O:17])([CH3:14])([CH3:12])[CH3:13], predict the reactants needed to synthesize it. The reactants are: Br[C:2]1[CH:7]=[CH:6][C:5]([N+:8]([O-:10])=[O:9])=[CH:4][N:3]=1.[C:11]([O:15][C:16]([N:18]1[CH2:23][CH:22]=[C:21](B2OC(C)(C)C(C)(C)O2)[CH2:20][CH2:19]1)=[O:17])([CH3:14])([CH3:13])[CH3:12].C(=O)([O-])[O-].[K+].[K+]. (2) Given the product [NH:42]([C:2]1[N:11]=[CH:10][CH:9]=[C:8]2[C:3]=1[CH:4]=[C:5]([C:36]1[CH:41]=[CH:40][CH:39]=[CH:38][CH:37]=1)[C:6]([C:12]1[CH:17]=[CH:16][C:15]([CH2:18][N:19]3[CH2:24][CH2:23][CH:22]([C:25]4[NH:29][C:28]([C:30]5[CH:35]=[CH:34][CH:33]=[CH:32][N:31]=5)=[N:27][N:26]=4)[CH2:21][CH2:20]3)=[CH:14][CH:13]=1)=[N:7]2)[NH2:43], predict the reactants needed to synthesize it. The reactants are: Cl[C:2]1[N:11]=[CH:10][CH:9]=[C:8]2[C:3]=1[CH:4]=[C:5]([C:36]1[CH:41]=[CH:40][CH:39]=[CH:38][CH:37]=1)[C:6]([C:12]1[CH:17]=[CH:16][C:15]([CH2:18][N:19]3[CH2:24][CH2:23][CH:22]([C:25]4[NH:29][C:28]([C:30]5[CH:35]=[CH:34][CH:33]=[CH:32][N:31]=5)=[N:27][N:26]=4)[CH2:21][CH2:20]3)=[CH:14][CH:13]=1)=[N:7]2.[NH2:42][NH2:43]. (3) Given the product [Cl:1][C:2]1[CH:3]=[C:4]2[C:9](=[CH:10][CH:11]=1)[NH:8][C@@H:7]([CH3:12])[CH2:6][NH:5]2, predict the reactants needed to synthesize it. The reactants are: [Cl:1][C:2]1[CH:3]=[C:4]2[C:9](=[CH:10][CH:11]=1)[N:8]=[C:7]([CH3:12])[CH:6]=[N:5]2. (4) Given the product [N:3]1([CH2:8][C:9]2[CH:10]=[CH:11][C:12]([S:15]([N:18]3[CH2:23][CH2:22][N:21]([CH2:24][CH:25]4[CH2:30][CH2:29][N:28]([C:38]5[CH:37]=[CH:36][N:35]=[CH:34][CH:39]=5)[CH2:27][CH2:26]4)[C:20](=[O:31])[CH2:19]3)(=[O:16])=[O:17])=[CH:13][CH:14]=2)[CH:7]=[CH:6][N:5]=[CH:4]1, predict the reactants needed to synthesize it. The reactants are: Cl.Cl.[N:3]1([CH2:8][C:9]2[CH:14]=[CH:13][C:12]([S:15]([N:18]3[CH2:23][CH2:22][N:21]([CH2:24][CH:25]4[CH2:30][CH2:29][NH:28][CH2:27][CH2:26]4)[C:20](=[O:31])[CH2:19]3)(=[O:17])=[O:16])=[CH:11][CH:10]=2)[CH:7]=[CH:6][N:5]=[CH:4]1.Cl.Cl[C:34]1[CH:39]=[CH:38][CH:37]=[CH:36][N:35]=1.C(=O)(O)[O-].[Na+]. (5) Given the product [NH:1]([C:20]1[N:21]([C:36]2[CH:41]=[CH:40][CH:39]=[CH:38][CH:37]=2)[C:22]2[C:27]([C:28](=[O:35])[C:29]=1[C:30]([O:32][CH2:33][CH3:34])=[O:31])=[CH:26][CH:25]=[N:24][CH:23]=2)[C:2]1[CH:7]=[CH:6][CH:5]=[CH:4][CH:3]=1, predict the reactants needed to synthesize it. The reactants are: [NH2:1][C:2]1[CH:7]=[CH:6][CH:5]=[CH:4][CH:3]=1.[Li+].C[Si]([N-][Si](C)(C)C)(C)C.CS[CH:20]1[CH:29]([C:30]([O:32][CH2:33][CH3:34])=[O:31])[C:28](=[O:35])[C:27]2[C:22](=[CH:23][N:24]=[CH:25][CH:26]=2)[N:21]1[C:36]1[CH:41]=[CH:40][CH:39]=[CH:38][CH:37]=1. (6) Given the product [Cl:1][C:2]1[CH:3]=[N:4][CH:5]=[C:6]([Cl:25])[C:7]=1[S:8][C:9]1[S:13][C:12]([C:14]([NH:16][CH2:17][CH2:18][CH2:19][S:20]([CH3:21])=[O:34])=[O:15])=[CH:11][C:10]=1[N+:22]([O-:24])=[O:23], predict the reactants needed to synthesize it. The reactants are: [Cl:1][C:2]1[CH:3]=[N:4][CH:5]=[C:6]([Cl:25])[C:7]=1[S:8][C:9]1[S:13][C:12]([C:14]([NH:16][CH2:17][CH2:18][CH2:19][S:20][CH3:21])=[O:15])=[CH:11][C:10]=1[N+:22]([O-:24])=[O:23].C1C=C(Cl)C=C(C(OO)=[O:34])C=1. (7) Given the product [CH2:3]([O:7][C:8]1[CH:9]=[C:10]([CH2:11][OH:12])[CH:15]=[CH:16][C:17]=1[I:18])[CH2:4][CH2:5][CH3:6], predict the reactants needed to synthesize it. The reactants are: [BH4-].[Li+].[CH2:3]([O:7][C:8]1[CH:9]=[C:10]([CH:15]=[CH:16][C:17]=1[I:18])[C:11](OC)=[O:12])[CH2:4][CH2:5][CH3:6].Cl.